This data is from Forward reaction prediction with 1.9M reactions from USPTO patents (1976-2016). The task is: Predict the product of the given reaction. (1) The product is: [C:1]1([CH3:24])[CH:6]=[CH:5][C:4]([C:7]2[N:8]=[C:9]3[CH:23]=[CH:22][CH2:21][N:20]([C:30]([O:32][C:33]([CH3:36])([CH3:35])[CH3:34])=[O:31])[C:10]3=[N:11][C:12]=2[C:13]2[CH:18]=[CH:17][C:16]([CH3:19])=[CH:15][CH:14]=2)=[CH:3][CH:2]=1. Given the reactants [C:1]1([CH3:24])[CH:6]=[CH:5][C:4]([C:7]2[N:8]=[C:9]3[CH:23]=[CH:22][CH2:21][NH:20][C:10]3=[N:11][C:12]=2[C:13]2[CH:18]=[CH:17][C:16]([CH3:19])=[CH:15][CH:14]=2)=[CH:3][CH:2]=1.[Li]CCCC.[C:30](O[C:30]([O:32][C:33]([CH3:36])([CH3:35])[CH3:34])=[O:31])([O:32][C:33]([CH3:36])([CH3:35])[CH3:34])=[O:31], predict the reaction product. (2) The product is: [CH:33]1([CH2:39][N:2]2[CH2:3][CH2:4][C:5]3[C:10](=[CH:9][CH:8]=[CH:7][C:6]=3[O:11][C:12]3[C:17]([NH:18][C:19]([NH:21][C:22]4[CH:27]=[CH:26][C:25]([O:28][C:29]([F:32])([F:30])[F:31])=[CH:24][CH:23]=4)=[O:20])=[CH:16][CH:15]=[CH:14][N:13]=3)[CH2:1]2)[CH2:38][CH2:37][CH2:36][CH2:35][CH2:34]1. Given the reactants [CH2:1]1[C:10]2[C:5](=[C:6]([O:11][C:12]3[C:17]([NH:18][C:19]([NH:21][C:22]4[CH:27]=[CH:26][C:25]([O:28][C:29]([F:32])([F:31])[F:30])=[CH:24][CH:23]=4)=[O:20])=[CH:16][CH:15]=[CH:14][N:13]=3)[CH:7]=[CH:8][CH:9]=2)[CH2:4][CH2:3][NH:2]1.[CH:33]1([CH:39]=O)[CH2:38][CH2:37][CH2:36][CH2:35][CH2:34]1.COC(OC)OC.C(O[BH-](OC(=O)C)OC(=O)C)(=O)C, predict the reaction product. (3) Given the reactants [CH:1](=O)[C:2]1[C:3](=[CH:5][CH:6]=[CH:7][CH:8]=1)[OH:4].[Cl:10][C:11]1[CH:24]=[CH:23][C:14]([CH2:15][S:16]([CH2:19][C:20](O)=[O:21])(=[O:18])=[O:17])=[CH:13][CH:12]=1, predict the reaction product. The product is: [Cl:10][C:11]1[CH:24]=[CH:23][C:14]([CH2:15][S:16]([C:19]2[C:20](=[O:21])[O:4][C:3]3[C:2]([CH:1]=2)=[CH:8][CH:7]=[CH:6][CH:5]=3)(=[O:17])=[O:18])=[CH:13][CH:12]=1. (4) Given the reactants [Cl:1][C:2]1[CH:3]=[CH:4][C:5]([C:8]([F:15])([F:14])[C:9](OCC)=[O:10])=[N:6][CH:7]=1.[BH4-].[Na+], predict the reaction product. The product is: [Cl:1][C:2]1[CH:3]=[CH:4][C:5]([C:8]([F:15])([F:14])[CH2:9][OH:10])=[N:6][CH:7]=1.